From a dataset of Peptide-MHC class II binding affinity with 134,281 pairs from IEDB. Regression. Given a peptide amino acid sequence and an MHC pseudo amino acid sequence, predict their binding affinity value. This is MHC class II binding data. (1) The MHC is DRB4_0101 with pseudo-sequence DRB4_0103. The peptide sequence is EVITKLGERKILRPRWI. The binding affinity (normalized) is 0.363. (2) The peptide sequence is GEVPSTEDLVNLLPAILSPG. The MHC is DRB1_0701 with pseudo-sequence DRB1_0701. The binding affinity (normalized) is 0.198. (3) The peptide sequence is PAGVCPTIGVGGNFA. The MHC is DRB1_1602 with pseudo-sequence DRB1_1602. The binding affinity (normalized) is 0.154. (4) The peptide sequence is TARRHLAEGKVDTGV. The MHC is DRB3_0101 with pseudo-sequence DRB3_0101. The binding affinity (normalized) is 0. (5) The peptide sequence is PSVIPAARLFKAFIL. The MHC is DRB1_1501 with pseudo-sequence DRB1_1501. The binding affinity (normalized) is 0.960. (6) The peptide sequence is LSEMKEAFHGLDVKF. The MHC is DRB1_0701 with pseudo-sequence DRB1_0701. The binding affinity (normalized) is 0.457. (7) The peptide sequence is SNKAFAEGLSGEPKG. The MHC is DRB1_0301 with pseudo-sequence DRB1_0301. The binding affinity (normalized) is 0.126. (8) The peptide sequence is PEKPDSVTPMILKAQK. The MHC is HLA-DQA10501-DQB10301 with pseudo-sequence HLA-DQA10501-DQB10301. The binding affinity (normalized) is 0.194. (9) The peptide sequence is DTEVHNVWATQACVPTDPNP. The MHC is DRB1_1101 with pseudo-sequence DRB1_1101. The binding affinity (normalized) is 0. (10) The binding affinity (normalized) is 0.765. The peptide sequence is FLAVAVVLGLATSPT. The MHC is HLA-DPA10301-DPB10402 with pseudo-sequence HLA-DPA10301-DPB10402.